Predict the reactants needed to synthesize the given product. From a dataset of Full USPTO retrosynthesis dataset with 1.9M reactions from patents (1976-2016). Given the product [NH:24]1[CH2:23][CH2:22][CH:21]([N:18]2[CH:19]=[CH:20][C:16]([C:15]3[C:9]4[C:10](=[CH:11][N:12]=[C:7]([C:3]5[CH:2]=[N:1][CH:6]=[CH:5][CH:4]=5)[CH:8]=4)[NH:13][N:14]=3)=[N:17]2)[CH2:26][CH2:25]1, predict the reactants needed to synthesize it. The reactants are: [N:1]1[CH:6]=[CH:5][CH:4]=[C:3]([C:7]2[CH:8]=[C:9]3[C:15]([C:16]4[CH:20]=[CH:19][N:18]([CH:21]5[CH2:26][CH2:25][N:24](C(OC(C)(C)C)=O)[CH2:23][CH2:22]5)[N:17]=4)=[N:14][N:13](C4CCCCO4)[C:10]3=[CH:11][N:12]=2)[CH:2]=1.Cl.